Dataset: Forward reaction prediction with 1.9M reactions from USPTO patents (1976-2016). Task: Predict the product of the given reaction. (1) Given the reactants [N:1]1[C:10]2[C:5](=[CH:6][C:7]([C:11]([OH:13])=O)=[CH:8][CH:9]=2)[N:4]=[CH:3][CH:2]=1.[NH:14]1[CH2:19][CH2:18][CH2:17][CH2:16][CH2:15]1.C(C1NC=CN=1)(C1NC=CN=1)=O, predict the reaction product. The product is: [N:1]1[C:10]2[C:5](=[CH:6][C:7]([C:11]([N:14]3[CH2:19][CH2:18][CH2:17][CH2:16][CH2:15]3)=[O:13])=[CH:8][CH:9]=2)[N:4]=[CH:3][CH:2]=1. (2) Given the reactants [OH:1][C@@H:2]1[C:11]2[C:6](=[CH:7][CH:8]=[CH:9][CH:10]=2)[CH:5]=[CH:4][C@H:3]1[O:12][C:13](=[O:20])[CH2:14][C:15]([O:17][CH2:18][CH3:19])=[O:16].N1C=CN=C1.[Si:26](Cl)([C:29]([CH3:32])([CH3:31])[CH3:30])([CH3:28])[CH3:27], predict the reaction product. The product is: [CH2:18]([O:17][C:15](=[O:16])[CH2:14][C:13]([O:12][C@@H:3]1[CH:4]=[CH:5][C:6]2[C:11](=[CH:10][CH:9]=[CH:8][CH:7]=2)[C@H:2]1[O:1][Si:26]([C:29]([CH3:32])([CH3:31])[CH3:30])([CH3:28])[CH3:27])=[O:20])[CH3:19]. (3) The product is: [Si:19]([O:1][CH2:2][CH2:3][CH:4]([O:8][C:9]1[CH:14]=[CH:13][CH:12]=[CH:11][CH:10]=1)[C:5]([OH:7])=[O:6])([C:15]([CH3:18])([CH3:17])[CH3:16])([CH3:21])[CH3:20]. Given the reactants [OH:1][CH2:2][CH2:3][CH:4]([O:8][C:9]1[CH:14]=[CH:13][CH:12]=[CH:11][CH:10]=1)[C:5]([OH:7])=[O:6].[C:15]([Si:19](Cl)([CH3:21])[CH3:20])([CH3:18])([CH3:17])[CH3:16].N1C=CN=C1, predict the reaction product. (4) Given the reactants [C:1](=[O:4])([O-:3])[O-].[K+].[K+].[CH3:7][O:8][C:9](=[O:55])[C@H:10]([O:24][C:25]1[C:30]([Br:31])=[CH:29][C:28]([C:32]2[CH:37]=[CH:36][C:35]([C:38]3[C:39]4[CH:53]=[CH:52][CH:51]=[CH:50][C:40]=4[S:41][C:42]=3[CH2:43][C:44]3[CH:49]=[CH:48][CH:47]=[CH:46][CH:45]=3)=[CH:34][CH:33]=2)=[CH:27][C:26]=1[Br:54])[CH2:11][CH2:12][N:13]1C(=O)[C:20]2[C:15](=[CH:16][CH:17]=[CH:18][CH:19]=2)[C:14]1=[O:23].CO.Cl, predict the reaction product. The product is: [CH2:43]([C:42]1[S:41][C:40]2[CH:50]=[CH:51][CH:52]=[CH:53][C:39]=2[C:38]=1[C:35]1[CH:36]=[CH:37][C:32]([C:28]2[CH:27]=[C:26]([Br:54])[C:25]([O:24][C@@H:10]([C:9]([O:8][CH3:7])=[O:55])[CH2:11][CH2:12][NH:13][C:14](=[O:23])[C:15]3[C:20](=[CH:19][CH:18]=[CH:17][CH:16]=3)[C:1]([OH:3])=[O:4])=[C:30]([Br:31])[CH:29]=2)=[CH:33][CH:34]=1)[C:44]1[CH:49]=[CH:48][CH:47]=[CH:46][CH:45]=1. (5) Given the reactants [CH:1]([C@H:3]([NH2:7])[C:4]([OH:6])=[O:5])=[O:2].[C:8]([OH:13])(=O)C(C)O.NCC(O)=O.[NH2:19][C@H:20]([C:22]([N:24]1CC=NC1=O)=O)C.NCC(O)=O.N[C@H](C(N1CC=NC1=O)=O)CS.N[C@@H](C(O)=O)C.N[C@@H](C(O)=O)[C@H](CC)C.N[C@@H](C(O)=O)CCSC, predict the reaction product. The product is: [NH2:7][CH2:3][C:4]([OH:6])=[O:5].[NH2:7][C@H:3]([C:1]([N:24]1[CH2:22][CH:20]=[N:19][C:8]1=[O:13])=[O:2])[CH2:4][OH:6]. (6) Given the reactants [C:1]1([CH3:14])[CH:6]=[CH:5][CH:4]=[C:3]([N:7]2[CH:11]=[C:10]([C:12]#[N:13])[N:9]=[CH:8]2)[CH:2]=1.[F:15][C:16]([F:23])([F:22])[S:17]([O:20]C)(=[O:19])=[O:18], predict the reaction product. The product is: [F:15][C:16]([F:23])([F:22])[S:17]([O-:20])(=[O:19])=[O:18].[C:12]([C:10]1[N+:9]([CH3:16])=[CH:8][N:7]([C:3]2[CH:2]=[C:1]([CH3:14])[CH:6]=[CH:5][CH:4]=2)[CH:11]=1)#[N:13]. (7) Given the reactants Br[CH2:2][CH2:3][CH2:4][Cl:5].[H-].[Na+].[OH:8][C:9]1[CH:10]=[C:11]([CH:14]=[CH:15][CH:16]=1)[C:12]#[N:13], predict the reaction product. The product is: [Cl:5][CH2:4][CH2:3][CH2:2][O:8][C:9]1[CH:10]=[C:11]([CH:14]=[CH:15][CH:16]=1)[C:12]#[N:13]. (8) Given the reactants Br[C:2]1[CH:3]=[C:4]2[C:9](=[CH:10][CH:11]=1)[N:8]=[C:7]([C:12]([F:15])([F:14])[F:13])[C:6]([C:16]1[CH:21]=[CH:20][CH:19]=[CH:18][CH:17]=1)=[C:5]2[C:22]([F:25])([F:24])[F:23].[CH:26]([Mg]Cl)(C)C.[CH3:31][N:32]1[C:36]([C:37]([CH:39]2[CH2:44][CH2:43][N:42]([C:45]([O:47]C(C)(C)C)=O)[CH2:41][CH2:40]2)=[O:38])=[CH:35][N:34]=[CH:33]1, predict the reaction product. The product is: [OH:38][C:37]([C:36]1[N:32]([CH3:31])[CH:33]=[N:34][CH:35]=1)([C:2]1[CH:3]=[C:4]2[C:9](=[CH:10][CH:11]=1)[N:8]=[C:7]([C:12]([F:13])([F:15])[F:14])[C:6]([C:16]1[CH:17]=[CH:18][CH:19]=[CH:20][CH:21]=1)=[C:5]2[C:22]([F:23])([F:24])[F:25])[CH:39]1[CH2:44][CH2:43][N:42]([C:45](=[O:47])[CH3:26])[CH2:41][CH2:40]1.